From a dataset of Reaction yield outcomes from USPTO patents with 853,638 reactions. Predict the reaction yield, written as a fraction of the theoretical maximum amount of product (1.0 means a 100% yield; for example, 0.34 means a 34% yield). (1) The reactants are [C:1]([O:5][C:6]([NH:8][C@H:9]([C:19]([O:21][C:22]([CH3:25])([CH3:24])[CH3:23])=[O:20])[CH2:10][CH2:11][C:12]([O:14][C:15]([CH3:18])([CH3:17])[CH3:16])=[O:13])=[O:7])([CH3:4])([CH3:3])[CH3:2].C[Si]([N-][Si](C)(C)C)(C)C.[Li+].[CH2:36]([O:43][CH2:44][CH2:45][O:46][C:47]1[CH:52]=[CH:51][C:50]([CH2:53]Br)=[CH:49][C:48]=1[O:55][C:56]([CH3:59])([CH3:58])[CH3:57])[C:37]1[CH:42]=[CH:41][CH:40]=[CH:39][CH:38]=1.Cl. The catalyst is C1COCC1. The product is [CH2:36]([O:43][CH2:44][CH2:45][O:46][C:47]1[CH:52]=[CH:51][C:50]([CH2:53][C@H:11]([C:12]([O:14][C:15]([CH3:16])([CH3:18])[CH3:17])=[O:13])[CH2:10][C@@H:9]([C:19]([O:21][C:22]([CH3:25])([CH3:24])[CH3:23])=[O:20])[NH:8][C:6]([O:5][C:1]([CH3:4])([CH3:2])[CH3:3])=[O:7])=[CH:49][C:48]=1[O:55][C:56]([CH3:59])([CH3:58])[CH3:57])[C:37]1[CH:38]=[CH:39][CH:40]=[CH:41][CH:42]=1. The yield is 0.487. (2) The reactants are [F:1][C:2]1[CH:8]=[C:7]([O:9][C:10]2[C:11]3[N:18]([CH3:19])[CH:17]=[CH:16][C:12]=3[N:13]=[CH:14][N:15]=2)[CH:6]=[CH:5][C:3]=1[NH2:4].C(N(CC)CC)C.[F:27][C:28]([F:39])([F:38])[C:29]1[CH:30]=[C:31]([N:35]=[C:36]=[O:37])[CH:32]=[CH:33][CH:34]=1. The catalyst is O1CCCC1. The product is [F:1][C:2]1[CH:8]=[C:7]([O:9][C:10]2[C:11]3[N:18]([CH3:19])[CH:17]=[CH:16][C:12]=3[N:13]=[CH:14][N:15]=2)[CH:6]=[CH:5][C:3]=1[NH:4][C:36]([NH:35][C:31]1[CH:32]=[CH:33][CH:34]=[C:29]([C:28]([F:27])([F:38])[F:39])[CH:30]=1)=[O:37]. The yield is 0.870. (3) The reactants are C[O:2][C:3](=O)[C:4]1[CH:9]=[CH:8][C:7]([NH:10][CH2:11][C:12]2[CH:17]=[CH:16][C:15]([O:18][CH3:19])=[CH:14][CH:13]=2)=[N:6][C:5]=1[F:20].[H-].[Al+3].[Li+].[H-].[H-].[H-]. The catalyst is O1CCCC1. The product is [F:20][C:5]1[C:4]([CH2:3][OH:2])=[CH:9][CH:8]=[C:7]([NH:10][CH2:11][C:12]2[CH:17]=[CH:16][C:15]([O:18][CH3:19])=[CH:14][CH:13]=2)[N:6]=1. The yield is 1.00. (4) The reactants are [F:1][C:2]1[CH:7]=[CH:6][C:5]([CH2:8][CH2:9][OH:10])=[CH:4][CH:3]=1.[H-].[Na+].C(N=[CH:18][C:19]1[CH:20]=[C:21]2[C:26](=[CH:27][CH:28]=1)[N:25]=[CH:24][CH:23]=[C:22]2Cl)CCC.CN(C=[O:34])C. The catalyst is [Cl-].[NH4+]. The product is [F:1][C:2]1[CH:7]=[CH:6][C:5]([CH2:8][CH2:9][O:10][C:22]2[C:21]3[C:26](=[CH:27][CH:28]=[C:19]([CH:18]=[O:34])[CH:20]=3)[N:25]=[CH:24][CH:23]=2)=[CH:4][CH:3]=1. The yield is 0.119. (5) The reactants are [Cl:1][C:2]1[S:6][C:5]([C:7]([OH:9])=O)=[CH:4][C:3]=1[C:10]1[N:14]([CH2:15][CH3:16])[N:13]=[CH:12][C:11]=1[CH3:17].C1CN([P+](Br)(N2CCCC2)N2CCCC2)CC1.F[P-](F)(F)(F)(F)F.CCN(C(C)C)C(C)C.[NH2:51][C@@H:52]([CH2:65][C:66]1[CH:71]=[CH:70][CH:69]=[C:68]([F:72])[CH:67]=1)[CH2:53][N:54]1[C:62](=[O:63])[C:61]2[C:56](=[CH:57][CH:58]=[CH:59][CH:60]=2)[C:55]1=[O:64]. The catalyst is C(Cl)Cl. The product is [Cl:1][C:2]1[S:6][C:5]([C:7]([NH:51][C@@H:52]([CH2:65][C:66]2[CH:71]=[CH:70][CH:69]=[C:68]([F:72])[CH:67]=2)[CH2:53][N:54]2[C:62](=[O:63])[C:61]3[C:56](=[CH:57][CH:58]=[CH:59][CH:60]=3)[C:55]2=[O:64])=[O:9])=[CH:4][C:3]=1[C:10]1[N:14]([CH2:15][CH3:16])[N:13]=[CH:12][C:11]=1[CH3:17]. The yield is 0.790. (6) The reactants are [Br:1][C:2]1[CH:10]=[CH:9][C:5]([C:6]([OH:8])=O)=[CH:4][C:3]=1[CH3:11].[CH3:12][O:13][C:14]1[CH:15]=[C:16]([CH2:20][NH2:21])[CH:17]=[CH:18][CH:19]=1.CCN(C(C)C)C(C)C.CN(C(ON1N=NC2C=CC=NC1=2)=[N+](C)C)C.F[P-](F)(F)(F)(F)F. The catalyst is C(Cl)Cl. The product is [Br:1][C:2]1[CH:10]=[CH:9][C:5]([C:6]([NH:21][CH2:20][C:16]2[CH:17]=[CH:18][CH:19]=[C:14]([O:13][CH3:12])[CH:15]=2)=[O:8])=[CH:4][C:3]=1[CH3:11]. The yield is 1.00. (7) The reactants are C[O:2][C:3]([C:5]1([C:8]2[CH:9]=[CH:10][C:11]3[O:15][CH2:14][C:13]([CH3:17])([CH3:16])[C:12]=3[CH:18]=2)[CH2:7][CH2:6]1)=[O:4].[Li+].[OH-].Cl. The catalyst is CO. The product is [CH3:16][C:13]1([CH3:17])[C:12]2[CH:18]=[C:8]([C:5]3([C:3]([OH:4])=[O:2])[CH2:6][CH2:7]3)[CH:9]=[CH:10][C:11]=2[O:15][CH2:14]1. The yield is 0.410. (8) The reactants are [N+:1]([CH2:3][C:4]([O:6][CH2:7][CH3:8])=[O:5])#[C-:2].[CH2:9]1[CH2:19][CH2:18]N2C(=NCCC2)CC1.C=[O:21].[CH3:22][C:23](O)=[O:24]. The catalyst is C1COCC1. The product is [C:4]([C:3]1[NH:1][CH:2]=[C:19]([C:18]([O:24][CH2:23][CH3:22])=[O:21])[CH:9]=1)([O:6][CH2:7][CH3:8])=[O:5]. The yield is 0.380.